This data is from Forward reaction prediction with 1.9M reactions from USPTO patents (1976-2016). The task is: Predict the product of the given reaction. (1) Given the reactants [Cl:1][C:2]1[CH:7]=[CH:6][C:5]([C@H:8]([N:10]2[C:14](=O)[CH2:13][O:12][C:11]2=[O:16])[CH3:9])=[CH:4][CH:3]=1.[BH4-].[Na+].CC(C)=O.CS(Cl)(=O)=O, predict the reaction product. The product is: [Cl:1][C:2]1[CH:7]=[CH:6][C:5]([C@H:8]([N:10]2[CH:14]=[CH:13][O:12][C:11]2=[O:16])[CH3:9])=[CH:4][CH:3]=1. (2) The product is: [NH2:5][C:6]1[N:11]=[CH:10][C:9]([CH2:12][N:13]2[CH2:14][CH2:15][C:16]3([N:20]([C:21]4[CH:26]=[CH:25][CH:24]=[C:23]([F:27])[CH:22]=4)[C:19](=[O:28])[N:18]=[C:17]3[NH:29][CH:30]3[CH2:35][CH2:34][CH2:33][CH2:32][CH2:31]3)[CH2:36][CH2:37]2)=[CH:8][CH:7]=1. Given the reactants [Cl-].[Cl-].[Cl-].[Cl-].[NH2:5][C:6]1[NH+:11]=[CH:10][C:9]([CH2:12][NH+:13]2[CH2:37][CH2:36][C:16]3([N:20]([C:21]4[CH:26]=[CH:25][CH:24]=[C:23]([F:27])[CH:22]=4)[C:19](=[O:28])[N:18]=[C:17]3[NH:29][CH:30]3[CH2:35][CH2:34][CH2:33][CH2:32][CH2:31]3)[CH2:15][CH2:14]2)=[CH:8][CH:7]=1.[NH2:5][C:6]1[NH+:11]=[CH:10][C:9]([CH2:12][NH+:13]2[CH2:14][CH2:15][C:16]3([N:20]([C:21]4[CH:26]=[CH:25][CH:24]=[C:23]([F:27])[CH:22]=4)[C:19](=[O:28])[N:18]=[C:17]3[NH:29][CH:30]3[CH2:35][CH2:34][CH2:33][CH2:32][CH2:31]3)[CH2:36][CH2:37]2)=[CH:8][CH:7]=1.BrC1C(CN2CCC3(N(C4C=CC=C(F)C=4)C(=O)N=C3NC3CCCCC3)CC2)=CC=CC=1, predict the reaction product. (3) Given the reactants Cl.[C:2]1(=[O:12])[C:6]2([CH2:11][CH2:10][CH2:9][NH:8][CH2:7]2)[CH2:5][CH2:4][NH:3]1.C(N(CC)CC)C.[Br:20][C:21]1[CH:26]=[C:25]([C:27]([F:30])([F:29])[F:28])[CH:24]=[CH:23][C:22]=1[S:31](Cl)(=[O:33])=[O:32], predict the reaction product. The product is: [Br:20][C:21]1[CH:26]=[C:25]([C:27]([F:29])([F:28])[F:30])[CH:24]=[CH:23][C:22]=1[S:31]([N:8]1[CH2:9][CH2:10][CH2:11][C:6]2([C:2](=[O:12])[NH:3][CH2:4][CH2:5]2)[CH2:7]1)(=[O:33])=[O:32]. (4) Given the reactants [CH2:1]([N:8]1[CH2:12][C@H:11]([C:13]2[CH:18]=[CH:17][C:16]([Cl:19])=[C:15]([Cl:20])[CH:14]=2)[C@H:10]([C:21]([OH:23])=[O:22])[CH2:9]1)[C:2]1[CH:7]=[CH:6][CH:5]=[CH:4][CH:3]=1.S(=O)(=O)(O)O.Cl[CH2:30]Cl.C(=O)([O-])[O-].[Na+].[Na+], predict the reaction product. The product is: [CH3:30][O:22][C:21]([C@H:10]1[C@@H:11]([C:13]2[CH:18]=[CH:17][C:16]([Cl:19])=[C:15]([Cl:20])[CH:14]=2)[CH2:12][N:8]([CH2:1][C:2]2[CH:7]=[CH:6][CH:5]=[CH:4][CH:3]=2)[CH2:9]1)=[O:23].